Regression. Given a peptide amino acid sequence and an MHC pseudo amino acid sequence, predict their binding affinity value. This is MHC class II binding data. From a dataset of Peptide-MHC class II binding affinity with 134,281 pairs from IEDB. (1) The peptide sequence is TLWQRPFVTIKIGGQLKEAL. The MHC is HLA-DPA10201-DPB10501 with pseudo-sequence HLA-DPA10201-DPB10501. The binding affinity (normalized) is 0.582. (2) The peptide sequence is RSFTLASSET. The MHC is DRB1_0401 with pseudo-sequence DRB1_0401. The binding affinity (normalized) is 0.182. (3) The peptide sequence is FTVQKGSDPKKLVLD. The MHC is DRB1_1001 with pseudo-sequence DRB1_1001. The binding affinity (normalized) is 0.0216. (4) The MHC is HLA-DQA10401-DQB10402 with pseudo-sequence HLA-DQA10401-DQB10402. The binding affinity (normalized) is 0.385. The peptide sequence is AAATAGTTVYPAFAA. (5) The peptide sequence is HLCGPHLVEAL. The MHC is HLA-DQA10102-DQB10602 with pseudo-sequence HLA-DQA10102-DQB10602. The binding affinity (normalized) is 0.